Dataset: Reaction yield outcomes from USPTO patents with 853,638 reactions. Task: Predict the reaction yield, written as a fraction of the theoretical maximum amount of product (1.0 means a 100% yield; for example, 0.34 means a 34% yield). (1) The reactants are [N:1]1[CH:6]=[CH:5][CH:4]=[CH:3][CH:2]=1.[F:7][C:8]([F:21])([F:20])[S:9]([O:12]S(C(F)(F)F)(=O)=O)(=[O:11])=[O:10]. The catalyst is C(Cl)Cl. The product is [O:12]([C:2]1[CH:3]=[CH:4][CH:5]=[CH:6][N:1]=1)[S:9]([C:8]([F:21])([F:20])[F:7])(=[O:11])=[O:10]. The yield is 0.910. (2) The reactants are [F:1][C:2]1[CH:3]=[N:4][C:5]2[C:10]([C:11]=1[CH2:12][CH2:13][N:14]1[CH2:19][CH2:18][C:17]([NH:24]C(OCC3C=CC=CC=3)=O)([C:20]([O:22][CH3:23])=[O:21])[CH2:16][CH2:15]1)=[CH:9][C:8]([O:35][CH3:36])=[CH:7][CH:6]=2. The catalyst is C(O)C.[Pd]. The product is [NH2:24][C:17]1([C:20]([O:22][CH3:23])=[O:21])[CH2:16][CH2:15][N:14]([CH2:13][CH2:12][C:11]2[C:10]3[C:5](=[CH:6][CH:7]=[C:8]([O:35][CH3:36])[CH:9]=3)[N:4]=[CH:3][C:2]=2[F:1])[CH2:19][CH2:18]1. The yield is 0.900. (3) The yield is 0.290. No catalyst specified. The reactants are Cl[C:2]1[N:7]=[C:6]([Cl:8])[N:5]=[C:4]([N:9]2[CH2:15][CH:14]3[O:16][CH:11]([CH2:12][CH2:13]3)[CH2:10]2)[N:3]=1.[CH3:17][NH:18][C:19]([NH:21][C:22]1[CH:27]=[CH:26][C:25](B2OC(C)(C)C(C)(C)O2)=[CH:24][CH:23]=1)=[O:20]. The product is [CH:11]12[O:16][CH:14]([CH2:13][CH2:12]1)[CH2:15][N:9]([C:4]1[N:5]=[C:6]([Cl:8])[N:7]=[C:2]([C:25]3[CH:24]=[CH:23][C:22]([NH:21][C:19]([NH:18][CH3:17])=[O:20])=[CH:27][CH:26]=3)[N:3]=1)[CH2:10]2. (4) The product is [C:17]1([NH:27][C:28]([NH:13][CH2:12][CH2:11][CH2:10][CH2:9][CH2:8][O:7][C:6]2[CH:14]=[CH:15][CH:16]=[C:4]([N+:1]([O-:3])=[O:2])[CH:5]=2)=[S:29])[C:26]2[C:21](=[CH:22][CH:23]=[CH:24][CH:25]=2)[CH:20]=[CH:19][CH:18]=1. The reactants are [N+:1]([C:4]1[CH:5]=[C:6]([CH:14]=[CH:15][CH:16]=1)[O:7][CH2:8][CH2:9][CH2:10][CH2:11][CH2:12][NH2:13])([O-:3])=[O:2].[C:17]1([N:27]=[C:28]=[S:29])[C:26]2[C:21](=[CH:22][CH:23]=[CH:24][CH:25]=2)[CH:20]=[CH:19][CH:18]=1. The catalyst is ClCCl. The yield is 0.820. (5) The reactants are [F:1][C:2]([F:45])([C@H:6]1[C@H:11]([O:12][CH2:13][C:14]2[CH:19]=[CH:18][CH:17]=[CH:16][CH:15]=2)[C@@H:10]([O:20][CH2:21][C:22]2[CH:27]=[CH:26][CH:25]=[CH:24][CH:23]=2)[C@H:9]([O:28][CH2:29][C:30]2[CH:35]=[CH:34][CH:33]=[CH:32][CH:31]=2)[C@@H:8]([CH2:36][O:37][CH2:38][C:39]2[CH:44]=[CH:43][CH:42]=[CH:41][CH:40]=2)[O:7]1)[CH:3](O)O.[NH2:46][C@@H:47]1[C:59]2[C:51](=[CH:52][C:53]3[O:57][CH2:56][O:55][C:54]=3[CH:58]=2)[C@@H:50]([C:60]2[CH:65]=[C:64]([O:66][CH3:67])[C:63]([O:68][CH3:69])=[C:62]([O:70][CH3:71])[CH:61]=2)[C@H:49]2[C:72](=[O:75])[O:73][CH2:74][C@H:48]12.CC1C=CC(S(O)(=O)=O)=CC=1.[Na].[BH3-]C#N.[Na+].C([O-])(O)=O.[Na+]. The catalyst is O.CC(O)=O.C1COCC1.C1(C)C=CC=CC=1. The product is [F:45][C:2]([F:1])([C@H:6]1[C@H:11]([O:12][CH2:13][C:14]2[CH:15]=[CH:16][CH:17]=[CH:18][CH:19]=2)[C@@H:10]([O:20][CH2:21][C:22]2[CH:27]=[CH:26][CH:25]=[CH:24][CH:23]=2)[C@H:9]([O:28][CH2:29][C:30]2[CH:31]=[CH:32][CH:33]=[CH:34][CH:35]=2)[C@@H:8]([CH2:36][O:37][CH2:38][C:39]2[CH:40]=[CH:41][CH:42]=[CH:43][CH:44]=2)[O:7]1)[CH2:3][NH:46][C@@H:47]1[C:59]2[C:51](=[CH:52][C:53]3[O:57][CH2:56][O:55][C:54]=3[CH:58]=2)[C@@H:50]([C:60]2[CH:65]=[C:64]([O:66][CH3:67])[C:63]([O:68][CH3:69])=[C:62]([O:70][CH3:71])[CH:61]=2)[C@H:49]2[C:72](=[O:75])[O:73][CH2:74][C@H:48]12. The yield is 0.810. (6) The reactants are O[C:2]1[CH:3]=[C:4]([CH:7]=[CH:8][C:9]=1O)[CH:5]=O.[C:11](=[O:14])([O-])[O-].[Cs+].[Cs+].S(O[CH2:22][CH2:23][CH2:24][CH2:25][CH2:26][CH2:27][CH2:28][CH2:29]/[CH:30]=[CH:31]\[CH2:32]/[CH:33]=[CH:34]\[CH2:35][CH2:36][CH2:37][CH2:38][CH3:39])(=O)(=O)C. The catalyst is COCCOCCOC. The product is [CH2:5]([C:4]1[C:3]([CH2:22][CH2:23][CH2:24][CH2:25][CH2:26][CH2:27][CH2:28][CH2:29]/[CH:30]=[CH:31]\[CH2:32]/[CH:33]=[CH:34]\[CH2:35][CH2:36][CH2:37][CH2:38][CH3:39])=[C:2]([CH:9]=[CH:8][CH:7]=1)[CH:11]=[O:14])[CH2:22][CH2:23][CH2:24][CH2:25][CH2:26][CH2:27][CH2:28]/[CH:29]=[CH:30]\[CH2:31]/[CH:32]=[CH:33]\[CH2:34][CH2:35][CH2:36][CH2:37][CH3:38]. The yield is 0.940. (7) The reactants are [C:1]([C:3]1[CH:8]=[CH:7][C:6]([C:9]2[N:10]=[C:11]([CH:14]([CH3:31])[C:15]([C:23]3[CH:28]=[C:27]([F:29])[CH:26]=[CH:25][C:24]=3[F:30])([OH:22])[CH2:16][N:17]3[CH:21]=[N:20][CH:19]=[N:18]3)[S:12][CH:13]=2)=[CH:5][CH:4]=1)#[N:2].[C@@]12(CS(O)(=O)=O)C(C)(C)C(CC1)CC2=O. The catalyst is CC(C)=O.CO. The product is [C:1]([C:3]1[CH:8]=[CH:7][C:6]([C:9]2[N:10]=[C:11]([C@H:14]([CH3:31])[C@:15]([C:23]3[CH:28]=[C:27]([F:29])[CH:26]=[CH:25][C:24]=3[F:30])([OH:22])[CH2:16][N:17]3[CH:21]=[N:20][CH:19]=[N:18]3)[S:12][CH:13]=2)=[CH:5][CH:4]=1)#[N:2]. The yield is 0.390. (8) The reactants are [CH2:1]([C:3]1[N:13]([C:14]2[CH:19]=[CH:18][C:17]([CH2:20][CH2:21][NH2:22])=[CH:16][CH:15]=2)[C:6]2=[N:7][C:8]([CH3:12])=[CH:9][C:10]([CH3:11])=[C:5]2[N:4]=1)[CH3:2].C(N(CC)CC)C.Cl[C:31]([O:33][C:34]1[CH:39]=[CH:38][CH:37]=[CH:36][CH:35]=1)=[O:32]. The catalyst is ClCCl. The product is [CH2:1]([C:3]1[N:13]([C:14]2[CH:15]=[CH:16][C:17]([CH2:20][CH2:21][NH:22][C:31](=[O:32])[O:33][C:34]3[CH:39]=[CH:38][CH:37]=[CH:36][CH:35]=3)=[CH:18][CH:19]=2)[C:6]2=[N:7][C:8]([CH3:12])=[CH:9][C:10]([CH3:11])=[C:5]2[N:4]=1)[CH3:2]. The yield is 0.870. (9) The reactants are [C:1]1([CH:7]([C:18]2[CH:23]=[CH:22][CH:21]=[CH:20][CH:19]=2)[N:8]2[CH2:11][CH:10]([S:12][CH2:13][CH2:14][CH2:15][CH2:16][CH3:17])[CH2:9]2)[CH:6]=[CH:5][CH:4]=[CH:3][CH:2]=1.[OH:24]S(O)(=O)=O.OOS([O-])=O.[K+].C([O-])(O)=O.[Na+].[OH2:40]. The catalyst is CO. The product is [C:18]1([CH:7]([C:1]2[CH:2]=[CH:3][CH:4]=[CH:5][CH:6]=2)[N:8]2[CH2:11][CH:10]([S:12]([CH2:13][CH2:14][CH2:15][CH2:16][CH3:17])(=[O:24])=[O:40])[CH2:9]2)[CH:19]=[CH:20][CH:21]=[CH:22][CH:23]=1. The yield is 0.300.